This data is from Catalyst prediction with 721,799 reactions and 888 catalyst types from USPTO. The task is: Predict which catalyst facilitates the given reaction. (1) Reactant: C[O:2][C:3](=O)[CH2:4][C:5]1[C:6]([CH3:21])=[N:7][C:8]([C:11]2[CH:16]=[CH:15][C:14]([C:17]([F:20])([F:19])[F:18])=[CH:13][CH:12]=2)=[CH:9][CH:10]=1.[H-].[Al+3].[Li+].[H-].[H-].[H-].C(OCC)(=O)C. Product: [CH3:21][C:6]1[C:5]([CH2:4][CH2:3][OH:2])=[CH:10][CH:9]=[C:8]([C:11]2[CH:16]=[CH:15][C:14]([C:17]([F:19])([F:18])[F:20])=[CH:13][CH:12]=2)[N:7]=1. The catalyst class is: 7. (2) Product: [CH3:25][C:4]1[CH:5]=[C:6]([NH:8][C:9]([CH2:11][C:12]2[CH:17]=[CH:16][C:15]([O:18][C:19]([CH3:20])([CH3:21])[C:22]([NH:31][CH:30]([CH2:32][C:33]3[C:41]4[C:36](=[CH:37][CH:38]=[CH:39][CH:40]=4)[NH:35][CH:34]=3)[C:29]([OH:28])=[O:42])=[O:23])=[CH:14][CH:13]=2)=[O:10])[CH:7]=[C:2]([CH3:1])[CH:3]=1. The catalyst class is: 9. Reactant: [CH3:1][C:2]1[CH:3]=[C:4]([CH3:25])[CH:5]=[C:6]([NH:8][C:9]([CH2:11][C:12]2[CH:13]=[CH:14][C:15]([O:18][C:19]([C:22](O)=[O:23])([CH3:21])[CH3:20])=[CH:16][CH:17]=2)=[O:10])[CH:7]=1.Cl.C[O:28][C:29](=[O:42])[C@H:30]([CH2:32][C:33]1[C:41]2[C:36](=[CH:37][CH:38]=[CH:39][CH:40]=2)[NH:35][CH:34]=1)[NH2:31].O.ON1C2C=CC=CC=2N=N1.CN1CCOCC1.Cl.CN(C)CCCN=C=NCC. (3) Reactant: O=[C:2]1[C:11]2[N:10]=[CH:9][CH:8]=[CH:7][C:6]=2[CH2:5][CH2:4][CH:3]1[CH2:12][CH2:13][C:14]([O:16][CH2:17][CH3:18])=[O:15].C1(C)C=CC(S(O)(=O)=O)=CC=1.[CH3:30][O:31][C:32]1[CH:37]=[CH:36][C:35]([C@H:38]([NH2:40])[CH3:39])=[CH:34][CH:33]=1.C(O[BH-](OC(=O)C)OC(=O)C)(=O)C.[Na+]. Product: [CH3:30][O:31][C:32]1[CH:37]=[CH:36][C:35]([C@H:38]([NH:40][C@H:2]2[C:11]3[N:10]=[CH:9][CH:8]=[CH:7][C:6]=3[CH2:5][CH2:4][C@H:3]2[CH2:12][CH2:13][C:14]([O:16][CH2:17][CH3:18])=[O:15])[CH3:39])=[CH:34][CH:33]=1. The catalyst class is: 11. (4) Reactant: [CH2:1]([O:5][C:6]([C:8]1[N:9]=[C:10]([O:26][CH3:27])[C:11]2[C:16]([C:17]=1[O:18]CC1C=CC=CC=1)=[CH:15][CH:14]=[CH:13][CH:12]=2)=[O:7])[CH2:2][CH2:3][CH3:4]. Product: [CH2:1]([O:5][C:6]([C:8]1[N:9]=[C:10]([O:26][CH3:27])[C:11]2[C:16]([C:17]=1[OH:18])=[CH:15][CH:14]=[CH:13][CH:12]=2)=[O:7])[CH2:2][CH2:3][CH3:4]. The catalyst class is: 350. (5) Reactant: C(=O)([O-])[O-].[K+].[K+].Br[CH:8]([CH3:10])[CH3:9].[OH:11][C:12]1[CH:13]=[CH:14][C:15]([CH:18]=[O:19])=[N:16][CH:17]=1. Product: [CH:8]([O:11][C:12]1[CH:13]=[CH:14][C:15]([CH:18]=[O:19])=[N:16][CH:17]=1)([CH3:10])[CH3:9]. The catalyst class is: 18. (6) Product: [CH2:1]([O:3][C:4]1[CH:9]=[CH:8][C:7]([CH:10]2[CH2:11][CH2:12][N:13]([C:17]3[CH:22]=[CH:21][C:20]([CH:23]([CH3:29])[C:24]([NH:26][CH2:27][CH3:28])=[O:25])=[CH:19][CH:18]=3)[CH2:14][CH2:15]2)=[CH:6][CH:5]=1)[CH3:2]. The catalyst class is: 12. Reactant: [CH2:1]([O:3][C:4]1[CH:9]=[CH:8][C:7]([CH:10]2[CH2:15][CH2:14][NH:13][CH2:12][CH2:11]2)=[CH:6][CH:5]=1)[CH3:2].Br[C:17]1[CH:22]=[CH:21][C:20]([CH:23]([CH3:29])[C:24]([NH:26][CH2:27][CH3:28])=[O:25])=[CH:19][CH:18]=1.C(P(C(C)(C)C)C1C=CC=CC=1C1C=CC=CC=1)(C)(C)C.